This data is from Forward reaction prediction with 1.9M reactions from USPTO patents (1976-2016). The task is: Predict the product of the given reaction. (1) Given the reactants [NH2:1][C:2]1[CH:7]=[N:6][CH:5]=[CH:4][N:3]=1.C([Mg]Cl)(C)C.[CH3:13][O:14][C@@H:15]1[CH2:19][N:18]([C:20]([O:22][CH2:23][C:24]2[CH:29]=[CH:28][CH:27]=[CH:26][CH:25]=2)=[O:21])[C@H:17]([C:30](OC)=[O:31])[CH2:16]1, predict the reaction product. The product is: [CH3:13][O:14][C@@H:15]1[CH2:19][N:18]([C:20]([O:22][CH2:23][C:24]2[CH:29]=[CH:28][CH:27]=[CH:26][CH:25]=2)=[O:21])[C@H:17]([C:30](=[O:31])[NH:1][C:2]2[CH:7]=[N:6][CH:5]=[CH:4][N:3]=2)[CH2:16]1. (2) Given the reactants [CH3:1][C:2]1([CH3:20])[CH2:7][O:6][CH:5]([C:8]2[CH:16]=[CH:15][C:11]([C:12]([OH:14])=O)=[CH:10][C:9]=2[N+:17]([O-:19])=[O:18])[O:4][CH2:3]1.CCN(C(C)C)C(C)C.C(Cl)CCl.[Cl:34][C:35]1[CH:36]=[C:37]([CH:40]=[CH:41][CH:42]=1)[CH2:38][NH2:39], predict the reaction product. The product is: [Cl:34][C:35]1[CH:36]=[C:37]([CH:40]=[CH:41][CH:42]=1)[CH2:38][NH:39][C:12](=[O:14])[C:11]1[CH:15]=[CH:16][C:8]([CH:5]2[O:4][CH2:3][C:2]([CH3:1])([CH3:20])[CH2:7][O:6]2)=[C:9]([N+:17]([O-:19])=[O:18])[CH:10]=1.